Dataset: Catalyst prediction with 721,799 reactions and 888 catalyst types from USPTO. Task: Predict which catalyst facilitates the given reaction. (1) Product: [C:26]([NH:1][C:2]1[C:3]2[S:10][CH:9]=[C:8]([C:11]([NH:13][C:14]3[C:19]([Cl:20])=[C:18]([O:21][CH3:22])[CH:17]=[C:16]([O:23][CH3:24])[C:15]=3[Cl:25])=[O:12])[C:4]=2[N:5]=[CH:6][N:7]=1)(=[O:28])[CH3:27]. Reactant: [NH2:1][C:2]1[C:3]2[S:10][CH:9]=[C:8]([C:11]([NH:13][C:14]3[C:19]([Cl:20])=[C:18]([O:21][CH3:22])[CH:17]=[C:16]([O:23][CH3:24])[C:15]=3[Cl:25])=[O:12])[C:4]=2[N:5]=[CH:6][N:7]=1.[C:26](O)(=[O:28])[CH3:27]. The catalyst class is: 17. (2) Reactant: [N:1]1[NH:2][C:3](=[O:10])[N:4]2[CH:9]=[CH:8][CH:7]=[CH:6][C:5]=12.[CH2:11]([CH:13]1[O:15][CH2:14]1)Br.[H-].[Na+].O. Product: [O:15]1[CH2:14][CH:13]1[CH2:11][N:2]1[C:3](=[O:10])[N:4]2[CH:9]=[CH:8][CH:7]=[CH:6][C:5]2=[N:1]1. The catalyst class is: 42. (3) Reactant: [N:1]1([CH:10]2[CH2:14][CH2:13][CH:12]([NH:15][C:16]3[CH:23]=[CH:22][C:19]([C:20]#[N:21])=[C:18]([C:24]([F:27])([F:26])[F:25])[CH:17]=3)[CH2:11]2)[C:5]2[CH:6]=[CH:7][CH:8]=[CH:9][C:4]=2[N:3]=[CH:2]1.[H-].[Na+].I[CH2:31][CH3:32]. Product: [N:1]1([CH:10]2[CH2:14][CH2:13][CH:12]([N:15]([CH2:31][CH3:32])[C:16]3[CH:23]=[CH:22][C:19]([C:20]#[N:21])=[C:18]([C:24]([F:26])([F:25])[F:27])[CH:17]=3)[CH2:11]2)[C:5]2[CH:6]=[CH:7][CH:8]=[CH:9][C:4]=2[N:3]=[CH:2]1. The catalyst class is: 3. (4) Reactant: [H-].[Na+].[C:3]([C:6]1[CH:11]=[CH:10][CH:9]=[CH:8][CH:7]=1)(=[O:5])[CH3:4].Cl[C:13]1[C:18](Cl)=[CH:17][C:16]([C:20]([F:23])([F:22])[F:21])=[CH:15][N:14]=1.[ClH:24]. Product: [Cl:24][C:8]1[CH:7]=[C:6]([C:3](=[O:5])[CH3:4])[CH:11]=[C:10]([C:15]2[C:16]([C:20]([F:22])([F:21])[F:23])=[CH:17][CH:18]=[CH:13][N:14]=2)[CH:9]=1. The catalyst class is: 216. (5) Reactant: Br[CH:2]=[C:3]([C:5]1[CH:15]=[CH:14][C:8]([C:9]([N:11]([CH3:13])[CH3:12])=[O:10])=[CH:7][CH:6]=1)[CH3:4].P([O-])([O-])([O-])=O.[K+].[K+].[K+].N1CCC[C@H]1C(O)=O.[CH3:32][N:33]1[CH2:46][CH2:45][C:36]2[NH:37][C:38]3[CH:39]=[CH:40][C:41]([CH3:44])=[CH:42][C:43]=3[C:35]=2[CH2:34]1. Product: [CH3:32][N:33]1[CH2:46][CH2:45][C:36]2[N:37](/[CH:2]=[C:3](/[C:5]3[CH:15]=[CH:14][C:8]([C:9]([N:11]([CH3:13])[CH3:12])=[O:10])=[CH:7][CH:6]=3)\[CH3:4])[C:38]3[CH:39]=[CH:40][C:41]([CH3:44])=[CH:42][C:43]=3[C:35]=2[CH2:34]1. The catalyst class is: 122. (6) Reactant: [F:1][C:2]1[CH:3]=[CH:4][C:5](B2OC(C)(C)C(C)(C)O2)=[C:6]2[C:10]=1[C@H:9]([O:11][C:12]1[CH:25]=[CH:24][C:15]3[C@H:16]([CH2:19][C:20]([O:22][CH3:23])=[O:21])[CH2:17][O:18][C:14]=3[CH:13]=1)[CH2:8][CH2:7]2.[F:35][C:36]1[CH:41]=[CH:40][CH:39]=[C:38](I)[C:37]=1[C:43]1[N:47]([CH3:48])[N:46]=[N:45][N:44]=1.[O-]P([O-])([O-])=O.[K+].[K+].[K+]. Product: [F:1][C:2]1[CH:3]=[CH:4][C:5]([C:38]2[CH:39]=[CH:40][CH:41]=[C:36]([F:35])[C:37]=2[C:43]2[N:47]([CH3:48])[N:46]=[N:45][N:44]=2)=[C:6]2[C:10]=1[C@H:9]([O:11][C:12]1[CH:25]=[CH:24][C:15]3[C@H:16]([CH2:19][C:20]([O:22][CH3:23])=[O:21])[CH2:17][O:18][C:14]=3[CH:13]=1)[CH2:8][CH2:7]2. The catalyst class is: 12. (7) Reactant: O=P12OP3(OP(OP(O3)(O1)=O)(=O)O2)=O.[Br:15][C:16]1[CH:17]=[C:18]([CH:22]=[C:23]([CH3:25])[CH:24]=1)[C:19]([NH2:21])=O. Product: [Br:15][C:16]1[CH:17]=[C:18]([CH:22]=[C:23]([CH3:25])[CH:24]=1)[C:19]#[N:21]. The catalyst class is: 22. (8) Reactant: [Li+].CC([N-]C(C)C)C.[Br:9][C:10]1[CH:15]=[CH:14][C:13]([C:16](=O)[CH2:17][C:18](=[O:20])[CH3:19])=[CH:12][CH:11]=1.[C:22](=[S:24])=[S:23].O. Product: [Br:9][C:10]1[CH:15]=[CH:14][C:13]([C:16]2[S:23][C:22]([SH:24])=[CH:19][C:18](=[O:20])[CH:17]=2)=[CH:12][CH:11]=1. The catalyst class is: 1. (9) Reactant: [OH:1][C:2]1[CH:9]=[C:8]([OH:10])[CH:7]=[CH:6][C:3]=1[CH:4]=[O:5].[CH2:11](Br)[CH2:12][CH2:13][CH2:14][CH2:15][CH3:16].C(=O)([O-])[O-].[Li+].[Li+]. Product: [CH2:11]([O:10][C:8]1[CH:7]=[CH:6][C:3]([CH:4]=[O:5])=[C:2]([OH:1])[CH:9]=1)[CH2:12][CH2:13][CH2:14][CH2:15][CH3:16]. The catalyst class is: 9.